From a dataset of Forward reaction prediction with 1.9M reactions from USPTO patents (1976-2016). Predict the product of the given reaction. (1) Given the reactants [O-]I(=O)(=O)=O.[Na+].[CH3:7][O:8][C:9]([C:11]1[N:12]([CH3:40])[N:13]=[C:14]([O:16][CH2:17][C:18]2[C:19]([C:33]3[CH:38]=[CH:37][C:36]([F:39])=[CH:35][CH:34]=3)=[N:20][O:21][C:22]=2[C@@H:23]([OH:32])[C@H](O)C2C=CC=CC=2)[CH:15]=1)=[O:10], predict the reaction product. The product is: [CH3:7][O:8][C:9]([C:11]1[N:12]([CH3:40])[N:13]=[C:14]([O:16][CH2:17][C:18]2[C:19]([C:33]3[CH:34]=[CH:35][C:36]([F:39])=[CH:37][CH:38]=3)=[N:20][O:21][C:22]=2[CH:23]=[O:32])[CH:15]=1)=[O:10]. (2) Given the reactants C(OC(=O)[NH:10][CH2:11][C@H:12]1[CH2:17][CH2:16][C@H:15]([C:18]2[N:22]3[CH:23]=[CH:24][N:25]=[C:26]([NH2:27])[C:21]3=[C:20]([C:28]3[CH:33]=[CH:32][C:31]([O:34][C:35]4[CH:40]=[CH:39][CH:38]=[CH:37][CH:36]=4)=[CH:30][CH:29]=3)[N:19]=2)[CH2:14][CH2:13]1)C1C=CC=CC=1, predict the reaction product. The product is: [NH2:10][CH2:11][C@H:12]1[CH2:17][CH2:16][C@H:15]([C:18]2[N:22]3[CH:23]=[CH:24][N:25]=[C:26]([NH2:27])[C:21]3=[C:20]([C:28]3[CH:29]=[CH:30][C:31]([O:34][C:35]4[CH:40]=[CH:39][CH:38]=[CH:37][CH:36]=4)=[CH:32][CH:33]=3)[N:19]=2)[CH2:14][CH2:13]1. (3) Given the reactants [CH2:1]([CH:5]1[CH:17]2[C:9]([C:10]3[C:15]([CH2:16]2)=[C:14]([CH3:18])[C:13]([O:19]C)=[CH:12][CH:11]=3)=[C:8]([CH3:21])[C:7](=[O:22])[CH2:6]1)[CH2:2][CH2:3][CH3:4].B(Br)(Br)Br, predict the reaction product. The product is: [CH2:1]([CH:5]1[CH:17]2[C:9]([C:10]3[C:15]([CH2:16]2)=[C:14]([CH3:18])[C:13]([OH:19])=[CH:12][CH:11]=3)=[C:8]([CH3:21])[C:7](=[O:22])[CH2:6]1)[CH2:2][CH2:3][CH3:4]. (4) Given the reactants [CH3:1][CH:2]([OH:7])[CH2:3][CH:4]([OH:6])[CH3:5].N1C=C[CH:11]=[CH:10][CH:9]=1.[C:14](Cl)(=[O:21])[C:15]1[CH:20]=[CH:19][CH:18]=[CH:17][CH:16]=1.[CH2:23]1[CH2:27][O:26][CH2:25][CH2:24]1, predict the reaction product. The product is: [C:14]([O:6][CH:4]([CH2:3][CH:2]([O:7][C:25](=[O:26])[C:24]1[CH:23]=[CH:27][CH:11]=[CH:10][CH:9]=1)[CH3:1])[CH3:5])(=[O:21])[C:15]1[CH:20]=[CH:19][CH:18]=[CH:17][CH:16]=1. (5) The product is: [CH:36]1([C:32]2[CH:31]=[C:30]([C:26]3[CH:25]=[C:24]([C:22]4[CH2:21][C:20](=[O:39])[NH:19][C:9]5[CH:10]=[C:11]([C:15]([F:18])([F:17])[F:16])[C:12]([CH3:14])=[CH:13][C:8]=5[N:7]=4)[CH:29]=[CH:28][CH:27]=3)[CH:35]=[CH:34][N:33]=2)[CH2:37][CH2:38]1. Given the reactants C(OC(=O)[NH:7][C:8]1[CH:13]=[C:12]([CH3:14])[C:11]([C:15]([F:18])([F:17])[F:16])=[CH:10][C:9]=1[NH:19][C:20](=[O:39])[CH2:21][C:22]([C:24]1[CH:29]=[CH:28][CH:27]=[C:26]([C:30]2[CH:35]=[CH:34][N:33]=[C:32]([CH:36]3[CH2:38][CH2:37]3)[CH:31]=2)[CH:25]=1)=O)(C)(C)C.C(O)(C(F)(F)F)=O, predict the reaction product.